Dataset: Reaction yield outcomes from USPTO patents with 853,638 reactions. Task: Predict the reaction yield, written as a fraction of the theoretical maximum amount of product (1.0 means a 100% yield; for example, 0.34 means a 34% yield). (1) The reactants are [F:1][C:2]([F:21])([F:20])[C:3]1[CH:8]=[CH:7][CH:6]=[CH:5][C:4]=1[C:9]1[O:10][C:11](=[O:19])[C:12]2[CH:18]=[CH:17][CH:16]=[N:15][C:13]=2[N:14]=1.[OH-].[NH4+:23]. No catalyst specified. The product is [F:1][C:2]([F:21])([F:20])[C:3]1[CH:8]=[CH:7][CH:6]=[CH:5][C:4]=1[C:9]([NH:14][C:13]1[N:15]=[CH:16][CH:17]=[CH:18][C:12]=1[C:11]([NH2:23])=[O:19])=[O:10]. The yield is 0.330. (2) The reactants are [OH:1][C:2]1[CH:7]=[CH:6][CH:5]=[CH:4][C:3]=1[C:8]1[N:17]=[C:16]([N:18]2[CH2:22][CH2:21][C@@H:20]([NH:23][C:24](=[O:31])[O:25][CH2:26][C:27]([CH3:30])([CH3:29])[CH3:28])[CH2:19]2)[C:15]2[C:10](=[CH:11][C:12]([CH3:32])=[CH:13][CH:14]=2)[N:9]=1.[ClH:33].CCOCC. The catalyst is C(Cl)Cl. The product is [ClH:33].[OH:1][C:2]1[CH:7]=[CH:6][CH:5]=[CH:4][C:3]=1[C:8]1[N:17]=[C:16]([N:18]2[CH2:22][CH2:21][C@@H:20]([NH:23][C:24](=[O:31])[O:25][CH2:26][C:27]([CH3:28])([CH3:29])[CH3:30])[CH2:19]2)[C:15]2[C:10](=[CH:11][C:12]([CH3:32])=[CH:13][CH:14]=2)[N:9]=1. The yield is 0.870. (3) The reactants are CC1(C)[O:31][C@@H:5]2[CH2:6][N:7]([C:10]3[CH:19]=[C:18]4[C:13]([CH:14]=[C:15]([C:21]5[CH:26]=[CH:25][CH:24]=[CH:23][C:22]=5[C:27]([F:30])([F:29])[F:28])[NH:16][C:17]4=[O:20])=[CH:12][CH:11]=3)[C:8](=[O:9])[C@@H:4]2[O:3]1.Cl.[OH-].[Na+]. The catalyst is C1COCC1. The product is [OH:3][C@@H:4]1[C@H:5]([OH:31])[CH2:6][N:7]([C:10]2[CH:19]=[C:18]3[C:13]([CH:14]=[C:15]([C:21]4[CH:26]=[CH:25][CH:24]=[CH:23][C:22]=4[C:27]([F:29])([F:28])[F:30])[NH:16][C:17]3=[O:20])=[CH:12][CH:11]=2)[C:8]1=[O:9]. The yield is 0.0700. (4) The reactants are [F:1][C:2]1[CH:7]=[CH:6][C:5]([N:8]2[C:17]3[C:12](=[N:13][CH:14]=[C:15]([CH2:18][C:19]4[CH:24]=[CH:23][C:22]([F:25])=[CH:21][CH:20]=4)[CH:16]=3)[C:11]([OH:26])=[C:10]([C:27](OCC)=[O:28])[C:9]2=[O:32])=[CH:4][CH:3]=1.[NH2:33][CH2:34][CH2:35][CH2:36][N:37]1[CH2:41][CH2:40][CH2:39][C:38]1=[O:42]. No catalyst specified. The product is [F:1][C:2]1[CH:7]=[CH:6][C:5]([N:8]2[C:17]3[C:12](=[N:13][CH:14]=[C:15]([CH2:18][C:19]4[CH:20]=[CH:21][C:22]([F:25])=[CH:23][CH:24]=4)[CH:16]=3)[C:11]([OH:26])=[C:10]([C:27]([NH:33][CH2:34][CH2:35][CH2:36][N:37]3[CH2:41][CH2:40][CH2:39][C:38]3=[O:42])=[O:28])[C:9]2=[O:32])=[CH:4][CH:3]=1. The yield is 0.560. (5) The yield is 0.760. The product is [Br:1][C:2]1[C:3]([O:13][CH3:14])=[CH:4][C:5]([O:11][CH3:12])=[C:6]([CH:10]=1)[C:7]([NH:23][C:24]1([C:38]2[CH:39]=[CH:40][CH:41]=[CH:42][N:43]=2)[CH2:26][CH2:25]1)=[O:9]. The reactants are [Br:1][C:2]1[C:3]([O:13][CH3:14])=[CH:4][C:5]([O:11][CH3:12])=[C:6]([CH:10]=1)[C:7]([OH:9])=O.CN(C=O)C.C([N:23](CC)[CH:24]([CH3:26])[CH3:25])(C)C.CN(C(ON1N=N[C:39]2[CH:40]=[CH:41][CH:42]=[N:43][C:38]1=2)=[N+](C)C)C.F[P-](F)(F)(F)(F)F. The catalyst is C(Cl)Cl.C(OCC)C. (6) The reactants are N1C=CC=CC=1.[NH2:7][C:8]1[CH:18]=[CH:17][C:11]([C:12]([O:14][CH2:15][CH3:16])=[O:13])=[CH:10][CH:9]=1.[CH:19]1[C:28]2[C:23](=[CH:24][CH:25]=[CH:26][CH:27]=2)[CH:22]=[CH:21][C:20]=1/[CH:29]=[CH:30]/[C:31](Cl)=[O:32]. The catalyst is C(Cl)Cl. The product is [CH:19]1[C:28]2[C:23](=[CH:24][CH:25]=[CH:26][CH:27]=2)[CH:22]=[CH:21][C:20]=1[CH:29]=[CH:30][C:31]([NH:7][C:8]1[CH:9]=[CH:10][C:11]([C:12]([O:14][CH2:15][CH3:16])=[O:13])=[CH:17][CH:18]=1)=[O:32]. The yield is 0.800. (7) The reactants are [C:1]1([S:7]([N:10]2[C:14]3=[N:15][CH:16]=[C:17]([O:19][CH3:20])[CH:18]=[C:13]3[C:12](I)=[CH:11]2)(=[O:9])=[O:8])[CH:6]=[CH:5][CH:4]=[CH:3][CH:2]=1.C([Mg]Cl)(C)C.[C:27]([O:31][C:32](=[O:54])[N:33]([C:45]1[CH:50]=[CH:49][C:48]([CH:51]=[O:52])=[C:47]([F:53])[N:46]=1)[CH2:34][C:35]1[CH:36]=[N:37][C:38]([C:41]([F:44])([F:43])[F:42])=[CH:39][CH:40]=1)([CH3:30])([CH3:29])[CH3:28].[Cl-].[NH4+]. The catalyst is O1CCCC1. The product is [C:27]([O:31][C:32](=[O:54])[N:33]([C:45]1[CH:50]=[CH:49][C:48]([CH:51]([C:12]2[C:13]3[C:14](=[N:15][CH:16]=[C:17]([O:19][CH3:20])[CH:18]=3)[N:10]([S:7]([C:1]3[CH:6]=[CH:5][CH:4]=[CH:3][CH:2]=3)(=[O:9])=[O:8])[CH:11]=2)[OH:52])=[C:47]([F:53])[N:46]=1)[CH2:34][C:35]1[CH:36]=[N:37][C:38]([C:41]([F:43])([F:42])[F:44])=[CH:39][CH:40]=1)([CH3:30])([CH3:28])[CH3:29]. The yield is 0.600. (8) The reactants are [CH3:1][CH:2]([C:21]1[CH:22]=[C:23]([CH:25]=[CH:26][CH:27]=1)[NH2:24])[CH2:3][N:4]1[CH2:9][CH2:8][N:7]([C:10]2[CH:19]=[CH:18][CH:17]=[C:16]3[C:11]=2[CH:12]=[CH:13][C:14]([CH3:20])=[N:15]3)[CH2:6][CH2:5]1.[C:28](O)(=[O:30])[CH3:29]. No catalyst specified. The product is [CH3:1][CH:2]([C:21]1[CH:22]=[C:23]([NH:24][C:28](=[O:30])[CH3:29])[CH:25]=[CH:26][CH:27]=1)[CH2:3][N:4]1[CH2:5][CH2:6][N:7]([C:10]2[CH:19]=[CH:18][CH:17]=[C:16]3[C:11]=2[CH:12]=[CH:13][C:14]([CH3:20])=[N:15]3)[CH2:8][CH2:9]1. The yield is 0.750.